From a dataset of Full USPTO retrosynthesis dataset with 1.9M reactions from patents (1976-2016). Predict the reactants needed to synthesize the given product. (1) Given the product [Cl:1][C:2]1[CH:3]=[C:4]([N:9]2[C:13](=[O:14])[C@@:12]([CH2:21][OH:22])([C:15]3[CH:20]=[CH:19][CH:18]=[CH:17][CH:16]=3)[N:11]([CH3:24])[C:10]2=[O:23])[CH:5]=[CH:6][C:7]=1[Cl:8], predict the reactants needed to synthesize it. The reactants are: [Cl:1][C:2]1[CH:3]=[C:4]([N:9]2[C:13](=[O:14])[C@@:12]([CH2:21][OH:22])([C:15]3[CH:20]=[CH:19][CH:18]=[CH:17][CH:16]=3)[NH:11][C:10]2=[O:23])[CH:5]=[CH:6][C:7]=1[Cl:8].[C:24](=O)([O-])[O-].[K+].[K+].COS(OC)(=O)=O. (2) Given the product [F:21][C:20]([F:23])([F:22])[C:19]1[C:14]([N:9]2[CH2:10][CH2:11][C:5]3[C:4]([OH:12])=[N:3][CH:2]=[N:1][C:6]=3[CH2:7][CH2:8]2)=[N:15][CH:16]=[CH:17][CH:18]=1, predict the reactants needed to synthesize it. The reactants are: [N:1]1[C:6]2[CH2:7][CH2:8][NH:9][CH2:10][CH2:11][C:5]=2[C:4]([OH:12])=[N:3][CH:2]=1.F[C:14]1[C:19]([C:20]([F:23])([F:22])[F:21])=[CH:18][CH:17]=[CH:16][N:15]=1.CCN(C(C)C)C(C)C.C(O)(CC)(C)C. (3) Given the product [CH3:35][C:33]([N:46]1[CH2:47][CH2:42][N:43]([CH3:49])[CH2:44][CH2:45]1)([CH3:32])[C:34]#[C:29][C:2]1[CH:11]=[C:10]2[C:5]([C:6]([OH:12])=[N:7][CH:8]=[N:9]2)=[CH:4][C:3]=1[N+:13]([O-:15])=[O:14], predict the reactants needed to synthesize it. The reactants are: Cl[C:2]1[CH:11]=[C:10]2[C:5]([C:6](=[O:12])[NH:7][CH:8]=[N:9]2)=[CH:4][C:3]=1[N+:13]([O-:15])=[O:14].[CH:33]1[CH:32]=CC(P([C:29]2[CH:34]=[CH:33][CH:32]=CC=2)[C:33]2[CH:32]=CC=[CH:29][CH:34]=2)=[CH:29][CH:34]=1.[CH3:35]CN(CC)CC.[CH3:42][N:43]([CH3:49])[CH2:44][CH2:45][N:46](C)[CH3:47].